This data is from Full USPTO retrosynthesis dataset with 1.9M reactions from patents (1976-2016). The task is: Predict the reactants needed to synthesize the given product. (1) Given the product [CH3:15][CH:16]([CH3:21])[CH2:17][C:18]([N:1]1[CH2:6][CH2:5][CH2:4][C@@H:3]([C:7]([OH:9])=[O:8])[CH2:2]1)=[O:19], predict the reactants needed to synthesize it. The reactants are: [NH:1]1[CH2:6][CH2:5][CH2:4][C@@H:3]([C:7]([OH:9])=[O:8])[CH2:2]1.C([O-])(O)=O.[Na+].[CH3:15][CH:16]([CH3:21])[CH2:17][C:18](Cl)=[O:19]. (2) Given the product [CH3:34][C:31]1[N:30]=[C:29]([C:35]([OH:37])=[O:36])[C:28]([N:25]2[CH:26]=[C:22]([CH3:21])[N:23]=[CH:24]2)=[CH:33][CH:32]=1, predict the reactants needed to synthesize it. The reactants are: N1C2C(=CC=C3C=2N=CC=C3)C=CC=1.C(=O)([O-])[O-].[Cs+].[Cs+].[CH3:21][C:22]1[N:23]=[CH:24][NH:25][CH:26]=1.I[C:28]1[C:29]([C:35]([O:37]C)=[O:36])=[N:30][C:31]([CH3:34])=[CH:32][CH:33]=1.COC1C2C(=C3C(=CC=2)C(OC)=CC=N3)N=CC=1. (3) Given the product [CH3:1][N:2]1[C:6]2=[CH:7][CH:8]=[C:9]3[C:14]([N:13]=[C:12]([C:15]4[CH:16]=[CH:17][C:18]([NH:19][C:35](=[O:37])[CH3:36])=[CH:20][CH:21]=4)[N:11]=[C:10]3[N:22]3[CH2:27][CH2:26][O:25][CH2:24][CH2:23]3)=[C:5]2[CH:4]=[CH:3]1, predict the reactants needed to synthesize it. The reactants are: [CH3:1][N:2]1[C:6]2=[CH:7][CH:8]=[C:9]3[C:14]([N:13]=[C:12]([C:15]4[CH:21]=[CH:20][C:18]([NH2:19])=[CH:17][CH:16]=4)[N:11]=[C:10]3[N:22]3[CH2:27][CH2:26][O:25][CH2:24][CH2:23]3)=[C:5]2[CH:4]=[CH:3]1.CCN(CC)CC.[C:35](Cl)(=[O:37])[CH3:36]. (4) Given the product [Br:1][C:19]1[C:20]([CH3:23])=[C:21]([CH3:22])[C:15]2[O:14][C:13]([CH3:25])([CH3:12])[CH2:17][C:16]=2[C:18]=1[CH3:24], predict the reactants needed to synthesize it. The reactants are: [Br:1]N1C(=O)CCC1=O.C(#N)C.[CH3:12][C:13]1([CH3:25])[CH2:17][C:16]2[C:18]([CH3:24])=[CH:19][C:20]([CH3:23])=[C:21]([CH3:22])[C:15]=2[O:14]1. (5) Given the product [C:26]([O-:53])(=[O:27])[CH3:51].[NH4+:3].[NH2:11][C:9]1[N:8]=[CH:7][N:6]=[C:5]2[N:4]([C@H:12]3[CH2:17][CH2:16][C@@H:15]([N:18]4[CH2:23][CH2:22][N:21]([CH3:24])[CH2:20][CH2:19]4)[CH2:14][CH2:13]3)[N:3]=[C:2]([C:33]3[CH:50]=[CH:49][C:36]([NH:37][C:38]4[O:39][C:40]5[CH:46]=[CH:45][C:44]([C:47]#[N:48])=[CH:43][C:41]=5[N:42]=4)=[CH:35][CH:34]=3)[C:10]=12, predict the reactants needed to synthesize it. The reactants are: I[C:2]1[C:10]2[C:5](=[N:6][CH:7]=[N:8][C:9]=2[NH2:11])[N:4]([CH:12]2[CH2:17][CH2:16][CH:15]([N:18]3[CH2:23][CH2:22][N:21]([CH3:24])[CH2:20][CH2:19]3)[CH2:14][CH2:13]2)[N:3]=1.C[C:26]1([CH3:51])C(C)(C)OB([C:33]2[CH:50]=[CH:49][C:36]([NH:37][C:38]3[O:39][C:40]4[CH:46]=[CH:45][C:44]([C:47]#[N:48])=[CH:43][C:41]=4[N:42]=3)=[CH:35][CH:34]=2)[O:27]1.C(=O)([O-])[O-:53].[Na+].[Na+].